This data is from Forward reaction prediction with 1.9M reactions from USPTO patents (1976-2016). The task is: Predict the product of the given reaction. (1) Given the reactants [CH3:1][CH:2]1[C:6](=[O:7])[CH2:5][CH2:4][C:3]1=[O:8].[B-](F)(F)(F)[F:10].[B-](F)(F)(F)F.C1[N+]2(CCl)CC[N+](F)(CC2)C1, predict the reaction product. The product is: [F:10][C:2]1([CH3:1])[C:6](=[O:7])[CH2:5][CH2:4][C:3]1=[O:8]. (2) Given the reactants FC(F)(F)C(O)=O.[C:8]([O:12][C:13]([N:15]1[CH2:20][CH2:19][CH:18]([N:21]2[C:25]3=[N:26][CH:27]=[N:28][C:29]([O:30][C:31]4[C:32]([CH3:37])=[N:33][CH:34]=[CH:35][CH:36]=4)=[C:24]3[CH:23]=[N:22]2)[CH2:17][CH2:16]1)=[O:14])(C)([CH3:10])[CH3:9].ClC(OC(C)C)=O.C1(C)C=CC=CC=1.C(N(CC)CC)C, predict the reaction product. The product is: [CH:8]([O:12][C:13]([N:15]1[CH2:16][CH2:17][CH:18]([N:21]2[C:25]3=[N:26][CH:27]=[N:28][C:29]([O:30][C:31]4[C:32]([CH3:37])=[N:33][CH:34]=[CH:35][CH:36]=4)=[C:24]3[CH:23]=[N:22]2)[CH2:19][CH2:20]1)=[O:14])([CH3:10])[CH3:9]. (3) The product is: [C:24]([C:20]1[CH:19]=[C:18]([C:28]([CH3:31])([CH3:30])[CH3:29])[C:17]([OH:16])=[CH:22][C:21]=1[NH:23][C:12]([C:3]1[C:2](=[O:1])[C:11]2[C:6](=[CH:7][CH:8]=[CH:9][CH:10]=2)[NH:5][CH:4]=1)=[O:14])([CH3:27])([CH3:25])[CH3:26]. Given the reactants [O:1]=[C:2]1[C:11]2[C:6](=[CH:7][CH:8]=[CH:9][CH:10]=2)[NH:5][CH:4]=[C:3]1[C:12]([OH:14])=O.C(=O)(OC)[O:16][C:17]1[CH:22]=[C:21]([NH2:23])[C:20]([C:24]([CH3:27])([CH3:26])[CH3:25])=[CH:19][C:18]=1[C:28]([CH3:31])([CH3:30])[CH3:29].CC1OCCC1.C(P1(=O)OP(CCC)(=O)OP(CCC)(=O)O1)CC.N1C=CC=CC=1.C[O-].[Na+].CO, predict the reaction product. (4) Given the reactants [OH-].[K+].CN[C:5]([NH:7][N:8]=O)=N.[C:10]([O:20][CH3:21])(=[O:19])[CH:11]=[CH:12][C:13]1[CH:18]=[CH:17][CH:16]=[CH:15][CH:14]=1, predict the reaction product. The product is: [C:13]1([CH:12]2[CH2:5][NH:7][N:8]=[C:11]2[C:10]([O:20][CH3:21])=[O:19])[CH:18]=[CH:17][CH:16]=[CH:15][CH:14]=1. (5) The product is: [Br:36][C:37]1[C:38]([NH:44][C:24]([C:21]2([NH:20][C:18](=[O:19])[O:17][C:13]([CH3:14])([CH3:15])[CH3:16])[CH2:22][CH2:23]2)=[O:26])=[N:39][CH:40]=[C:41]([Br:43])[N:42]=1. Given the reactants C(N1C=CN=C1)(N1C=CN=C1)=O.[C:13]([O:17][C:18]([NH:20][C:21]1([C:24]([OH:26])=O)[CH2:23][CH2:22]1)=[O:19])([CH3:16])([CH3:15])[CH3:14].C(N(CC)C(C)C)(C)C.[Br:36][C:37]1[C:38]([NH2:44])=[N:39][CH:40]=[C:41]([Br:43])[N:42]=1, predict the reaction product. (6) Given the reactants [OH-].[K+].[OH:3][C:4]1[CH:9]=[CH:8][C:7](B(O)O)=[CH:6][CH:5]=1.[O:13]1[CH2:16][C:15](=[CH:17][C:18]([O:20][CH2:21][CH3:22])=[O:19])[CH2:14]1, predict the reaction product. The product is: [OH:3][C:4]1[CH:9]=[CH:8][C:7]([C:15]2([CH2:17][C:18]([O:20][CH2:21][CH3:22])=[O:19])[CH2:16][O:13][CH2:14]2)=[CH:6][CH:5]=1.